Task: Predict which catalyst facilitates the given reaction.. Dataset: Catalyst prediction with 721,799 reactions and 888 catalyst types from USPTO (1) Reactant: [F:1][C:2]1[CH:3]=[C:4]([O:15][C:16]2[C:21]3[CH2:22][C:23]([CH3:26])([CH3:25])[O:24][C:20]=3[CH:19]=[C:18]([C:27]([O:29]C)=[O:28])[CH:17]=2)[CH:5]=[N:6][C:7]=1[C:8]([N:10]1[CH2:13][CH:12]([F:14])[CH2:11]1)=[O:9].CO.[OH-].[Na+]. Product: [F:1][C:2]1[CH:3]=[C:4]([O:15][C:16]2[C:21]3[CH2:22][C:23]([CH3:26])([CH3:25])[O:24][C:20]=3[CH:19]=[C:18]([C:27]([OH:29])=[O:28])[CH:17]=2)[CH:5]=[N:6][C:7]=1[C:8]([N:10]1[CH2:11][CH:12]([F:14])[CH2:13]1)=[O:9]. The catalyst class is: 1. (2) Reactant: [CH3:1][O:2][CH2:3][C@@H:4]([NH:6][C:7]([C:9]1[C:17]2[C:12](=[N:13][CH:14]=[C:15]([C:18]3[C:26]4[C:21](=[CH:22][C:23]([Cl:27])=[CH:24][CH:25]=4)[N:20]([CH3:28])[N:19]=3)[N:16]=2)[N:11](COCC[Si](C)(C)C)[CH:10]=1)=[O:8])[CH3:5].C(O)(C(F)(F)F)=O.C(N)CN. Product: [CH3:1][O:2][CH2:3][C@@H:4]([NH:6][C:7]([C:9]1[C:17]2[C:12](=[N:13][CH:14]=[C:15]([C:18]3[C:26]4[C:21](=[CH:22][C:23]([Cl:27])=[CH:24][CH:25]=4)[N:20]([CH3:28])[N:19]=3)[N:16]=2)[NH:11][CH:10]=1)=[O:8])[CH3:5]. The catalyst class is: 4. (3) Reactant: [OH:1][C:2]1[C:10]2[C:5](=[CH:6][N:7]=[CH:8][CH:9]=2)[O:4][C:3]=1[C:11]([O-:13])=[O:12].N1[CH:19]=[CH:18]C=CC=1.[O:20](S(C(F)(F)F)(=O)=O)[S:21]([C:24]([F:27])([F:26])[F:25])(=O)=[O:22]. Product: [F:25][C:24]([F:27])([F:26])[S:21]([O:1][C:2]1[C:10]2[C:5](=[CH:6][N:7]=[CH:8][CH:9]=2)[O:4][C:3]=1[C:11]([O:13][CH2:18][CH3:19])=[O:12])(=[O:22])=[O:20]. The catalyst class is: 4. (4) Reactant: [CH3:1][O:2][C:3]([C:5]1[C:6]2[CH:20]=[N:19][NH:18][C:7]=2[N:8]=[C:9]([C:11]2[CH:16]=[CH:15][C:14]([OH:17])=[CH:13][CH:12]=2)[CH:10]=1)=[O:4].[O:21]1[CH:26]=[CH:25][CH2:24][CH2:23][CH2:22]1.O.C1(C)C=CC(S(O)(=O)=O)=CC=1.O. Product: [CH3:1][O:2][C:3]([C:5]1[C:6]2[CH:20]=[N:19][N:18]([CH:22]3[CH2:23][CH2:24][CH2:25][CH2:26][O:21]3)[C:7]=2[N:8]=[C:9]([C:11]2[CH:12]=[CH:13][C:14]([OH:17])=[CH:15][CH:16]=2)[CH:10]=1)=[O:4]. The catalyst class is: 1. (5) Product: [CH3:10][N:9]([CH2:8][C:5]1[CH:4]=[CH:3][C:2]([C:23]2([OH:26])[CH2:24][CH2:25][C:20]3([O:27][CH2:17][CH2:18][O:19]3)[CH2:21][CH2:22]2)=[N:7][CH:6]=1)[CH3:11]. The catalyst class is: 116. Reactant: Br[C:2]1[N:7]=[CH:6][C:5]([CH2:8][N:9]([CH3:11])[CH3:10])=[CH:4][CH:3]=1.C([Li])CCC.[CH2:17]1[O:27][C:20]2([CH2:25][CH2:24][C:23](=[O:26])[CH2:22][CH2:21]2)[O:19][CH2:18]1. (6) Reactant: N[C:2]1[CH:3]=[C:4]2[C:13](=[CH:14][CH:15]=1)[S:12][C:11]1[C:10]([C:16]3[O:17][C:18]([N:23]4[CH2:28][CH2:27][O:26][CH2:25][CH2:24]4)=[CH:19][C:20](=[O:22])[CH:21]=3)=[CH:9][CH:8]=[CH:7][C:6]=1[S:5]2.F[B-](F)(F)F.[H+].N(OCCCC)=[O:36].C(OCC)C. Product: [OH:36][C:2]1[CH:3]=[C:4]2[C:13](=[CH:14][CH:15]=1)[S:12][C:11]1[C:10]([C:16]3[O:17][C:18]([N:23]4[CH2:24][CH2:25][O:26][CH2:27][CH2:28]4)=[CH:19][C:20](=[O:22])[CH:21]=3)=[CH:9][CH:8]=[CH:7][C:6]=1[S:5]2. The catalyst class is: 40.